This data is from NCI-60 drug combinations with 297,098 pairs across 59 cell lines. The task is: Regression. Given two drug SMILES strings and cell line genomic features, predict the synergy score measuring deviation from expected non-interaction effect. (1) Cell line: OVCAR-4. Drug 2: C1=NC2=C(N1)C(=S)N=CN2. Synergy scores: CSS=41.5, Synergy_ZIP=-5.33, Synergy_Bliss=-14.9, Synergy_Loewe=-27.5, Synergy_HSA=-16.5. Drug 1: CC1=C2C(C(=O)C3(C(CC4C(C3C(C(C2(C)C)(CC1OC(=O)C(C(C5=CC=CC=C5)NC(=O)OC(C)(C)C)O)O)OC(=O)C6=CC=CC=C6)(CO4)OC(=O)C)O)C)O. (2) Drug 1: C1=CC(=CC=C1CC(C(=O)O)N)N(CCCl)CCCl.Cl. Drug 2: CC=C1C(=O)NC(C(=O)OC2CC(=O)NC(C(=O)NC(CSSCCC=C2)C(=O)N1)C(C)C)C(C)C. Cell line: NCIH23. Synergy scores: CSS=62.0, Synergy_ZIP=-5.23, Synergy_Bliss=-5.19, Synergy_Loewe=-26.9, Synergy_HSA=-3.89. (3) Drug 1: CN(CC1=CN=C2C(=N1)C(=NC(=N2)N)N)C3=CC=C(C=C3)C(=O)NC(CCC(=O)O)C(=O)O. Drug 2: C1C(C(OC1N2C=C(C(=O)NC2=O)F)CO)O. Cell line: SN12C. Synergy scores: CSS=27.1, Synergy_ZIP=-2.27, Synergy_Bliss=2.10, Synergy_Loewe=0.754, Synergy_HSA=3.24. (4) Drug 1: CC1=C(N=C(N=C1N)C(CC(=O)N)NCC(C(=O)N)N)C(=O)NC(C(C2=CN=CN2)OC3C(C(C(C(O3)CO)O)O)OC4C(C(C(C(O4)CO)O)OC(=O)N)O)C(=O)NC(C)C(C(C)C(=O)NC(C(C)O)C(=O)NCCC5=NC(=CS5)C6=NC(=CS6)C(=O)NCCC[S+](C)C)O. Drug 2: CC1=C(C(=O)C2=C(C1=O)N3CC4C(C3(C2COC(=O)N)OC)N4)N. Cell line: HT29. Synergy scores: CSS=23.1, Synergy_ZIP=-5.91, Synergy_Bliss=1.58, Synergy_Loewe=-12.7, Synergy_HSA=0.924. (5) Drug 1: C1C(C(OC1N2C=C(C(=O)NC2=O)F)CO)O. Drug 2: CC1CCC2CC(C(=CC=CC=CC(CC(C(=O)C(C(C(=CC(C(=O)CC(OC(=O)C3CCCCN3C(=O)C(=O)C1(O2)O)C(C)CC4CCC(C(C4)OC)O)C)C)O)OC)C)C)C)OC. Cell line: LOX IMVI. Synergy scores: CSS=13.6, Synergy_ZIP=-6.70, Synergy_Bliss=-4.06, Synergy_Loewe=-15.5, Synergy_HSA=-4.15.